From a dataset of Reaction yield outcomes from USPTO patents with 853,638 reactions. Predict the reaction yield, written as a fraction of the theoretical maximum amount of product (1.0 means a 100% yield; for example, 0.34 means a 34% yield). (1) The reactants are Cl[C:2]1N=[C:6]([C:8]([F:14])([F:13])[C:9]([F:12])([F:11])[F:10])[CH:5]=[CH:4][N:3]=1.[CH3:15][C:16]1[CH:17]=C([CH:20]=[C:21]([C:23]2[S:27][CH:26]=[N:25][CH:24]=2)[CH:22]=1)N.[CH3:28][C:29]1(C)C2C(=C(P(C3C=CC=CC=3)C3C=CC=CC=3)C=CC=2)OC2C(P(C3C=CC=CC=3)C3C=CC=CC=3)=CC=C[C:30]1=2.C([O-])([O-])=O.[Cs+].[Cs+]. The catalyst is O1CCOCC1.CC([O-])=O.CC([O-])=O.[Pd+2]. The product is [CH3:15][C:16]1[CH:17]=[C:2]([CH:20]=[C:21]([C:23]2[S:27][CH:26]=[N:25][CH:24]=2)[CH:22]=1)[NH:3][C:4]1[CH:30]=[CH:29][CH:28]=[C:6]([C:8]([F:14])([F:13])[C:9]([F:12])([F:11])[F:10])[CH:5]=1. The yield is 0.130. (2) The reactants are [C:1]([O:5][C:6]([N:8]1[CH2:13][CH2:12][C:11](=[C:14](I)[C:15]2[CH:20]=[CH:19][CH:18]=[CH:17][CH:16]=2)[CH2:10][CH2:9]1)=[O:7])([CH3:4])([CH3:3])[CH3:2].[OH:22][CH2:23][C:24]1[CH:25]=[C:26](B(O)O)[CH:27]=[CH:28][CH:29]=1.C(=O)([O-])[O-].[Na+].[Na+]. The catalyst is COCCOC.C1C=CC(/C=C/C(/C=C/C2C=CC=CC=2)=O)=CC=1.C1C=CC(/C=C/C(/C=C/C2C=CC=CC=2)=O)=CC=1.C1C=CC(/C=C/C(/C=C/C2C=CC=CC=2)=O)=CC=1.[Pd].[Pd]. The product is [C:1]([O:5][C:6]([N:8]1[CH2:9][CH2:10][C:11](=[C:14]([C:15]2[CH:16]=[CH:17][CH:18]=[CH:19][CH:20]=2)[C:26]2[CH:27]=[CH:28][CH:29]=[C:24]([CH2:23][OH:22])[CH:25]=2)[CH2:12][CH2:13]1)=[O:7])([CH3:4])([CH3:2])[CH3:3]. The yield is 0.710. (3) The reactants are [OH:1][C:2]1[C:9]([CH3:10])=[CH:8][CH:7]=[CH:6][C:3]=1[CH:4]=[O:5].C(N(C(C)C)CC)(C)C.[CH2:20]([O:22][CH2:23]OCl)[CH3:21]. The catalyst is CN(C)C1C=CN=CC=1.ClCCl. The product is [CH2:20]([O:22][CH2:23][O:1][C:2]1[C:9]([CH3:10])=[CH:8][CH:7]=[CH:6][C:3]=1[CH:4]=[O:5])[CH3:21]. The yield is 0.970. (4) The reactants are [C:1]1([CH:7]2[CH2:24][NH:23][CH2:22][C:9]3([CH2:14][CH2:13][N:12]([C:15]([O:17][C:18]([CH3:21])([CH3:20])[CH3:19])=[O:16])[CH2:11][CH2:10]3)[O:8]2)[CH:6]=[CH:5][CH:4]=[CH:3][CH:2]=1.[CH:25](=O)[CH3:26].C([BH3-])#N.[Na+]. The catalyst is CO. The product is [CH2:25]([N:23]1[CH2:24][CH:7]([C:1]2[CH:2]=[CH:3][CH:4]=[CH:5][CH:6]=2)[O:8][C:9]2([CH2:10][CH2:11][N:12]([C:15]([O:17][C:18]([CH3:21])([CH3:19])[CH3:20])=[O:16])[CH2:13][CH2:14]2)[CH2:22]1)[CH3:26]. The yield is 0.680.